This data is from Full USPTO retrosynthesis dataset with 1.9M reactions from patents (1976-2016). The task is: Predict the reactants needed to synthesize the given product. (1) Given the product [Cl:1][C:2]1[CH:3]=[C:4]([CH:31]=[CH:32][CH:33]=1)[CH2:5][NH:6][C:7]([C:9]1[N:10]([CH2:25][CH:26]([O:29][CH3:30])[O:27][CH3:28])[CH:11]=[C:12]([C:35]([CH3:36])=[CH2:34])[C:13](=[O:23])[C:14]=1[O:15][CH2:16][C:17]1[CH:22]=[CH:21][CH:20]=[CH:19][CH:18]=1)=[O:8], predict the reactants needed to synthesize it. The reactants are: [Cl:1][C:2]1[CH:3]=[C:4]([CH:31]=[CH:32][CH:33]=1)[CH2:5][NH:6][C:7]([C:9]1[N:10]([CH2:25][CH:26]([O:29][CH3:30])[O:27][CH3:28])[CH:11]=[C:12](Br)[C:13](=[O:23])[C:14]=1[O:15][CH2:16][C:17]1[CH:22]=[CH:21][CH:20]=[CH:19][CH:18]=1)=[O:8].[CH2:34]([Sn](CCCC)(CCCC)CC=C)[CH2:35][CH2:36]C. (2) Given the product [F:1][C:2]1[C:7]([F:8])=[CH:6][CH:5]=[CH:4][C:3]=1[C:9]1[N:35]=[C:12]2[CH:13]=[N:14][N:15]([CH2:17][C:18]3[N:23]=[N:22][C:21]([C:24]4[CH:29]=[CH:28][C:27]([O:30][CH2:37][CH2:38][O:39][CH3:40])=[CH:26][C:25]=4[C:31]([F:33])([F:34])[F:32])=[CH:20][CH:19]=3)[CH:16]=[C:11]2[N:10]=1, predict the reactants needed to synthesize it. The reactants are: [F:1][C:2]1[C:7]([F:8])=[CH:6][CH:5]=[CH:4][C:3]=1[C:9]1[N:35]=[C:12]2[CH:13]=[N:14][N:15]([CH2:17][C:18]3[N:23]=[N:22][C:21]([C:24]4[CH:29]=[CH:28][C:27]([OH:30])=[CH:26][C:25]=4[C:31]([F:34])([F:33])[F:32])=[CH:20][CH:19]=3)[CH:16]=[C:11]2[N:10]=1.Br[CH2:37][CH2:38][O:39][CH3:40].